Task: Predict the reaction yield, written as a fraction of the theoretical maximum amount of product (1.0 means a 100% yield; for example, 0.34 means a 34% yield).. Dataset: Reaction yield outcomes from USPTO patents with 853,638 reactions The reactants are C([O:3][C:4](=[O:31])[CH2:5][C:6]1([CH:21]([CH3:30])[CH2:22][NH:23][S:24]([CH:27]([CH3:29])[CH3:28])(=[O:26])=[O:25])[CH:11]=[CH:10][C:9]([C:12]2[CH:17]=[CH:16][CH:15]=[CH:14][CH:13]=2)=[CH:8][CH:7]1[N+:18]([O-:20])=[O:19])C.[OH-].[Na+].Cl. The catalyst is CCO.O. The product is [CH3:30][CH:21]([C:6]1([CH2:5][C:4]([OH:31])=[O:3])[CH:11]=[CH:10][C:9]([C:12]2[CH:13]=[CH:14][CH:15]=[CH:16][CH:17]=2)=[CH:8][CH:7]1[N+:18]([O-:20])=[O:19])[CH2:22][NH:23][S:24]([CH:27]([CH3:28])[CH3:29])(=[O:26])=[O:25]. The yield is 0.990.